Dataset: Forward reaction prediction with 1.9M reactions from USPTO patents (1976-2016). Task: Predict the product of the given reaction. (1) Given the reactants CS(C)=O.C(Cl)(=O)C(Cl)=O.C(Cl)Cl.[Br:14][C:15]1[CH:20]=[CH:19][C:18]([CH:21]([OH:38])[C:22]([N:24]2[CH2:28][CH2:27][C:26]3([C:32]4[CH:33]=[CH:34][CH:35]=[CH:36][C:31]=4[C:30](=[O:37])[O:29]3)[CH2:25]2)=[O:23])=[C:17]([F:39])[CH:16]=1.C(N(CC)CC)C, predict the reaction product. The product is: [Br:14][C:15]1[CH:20]=[CH:19][C:18]([C:21](=[O:38])[C:22]([N:24]2[CH2:28][CH2:27][C:26]3([C:32]4[CH:33]=[CH:34][CH:35]=[CH:36][C:31]=4[C:30](=[O:37])[O:29]3)[CH2:25]2)=[O:23])=[C:17]([F:39])[CH:16]=1. (2) Given the reactants [Cl:1][C:2]1[C:20]([O:21][CH:22]([CH2:25][CH3:26])[CH2:23][CH3:24])=[CH:19][C:5]([C:6]([NH:8][C:9]2[CH:18]=[CH:17][C:12]([C:13]([O:15]C)=[O:14])=[CH:11][CH:10]=2)=[O:7])=[CH:4][C:3]=1[O:27][CH2:28][CH3:29], predict the reaction product. The product is: [Cl:1][C:2]1[C:20]([O:21][CH:22]([CH2:23][CH3:24])[CH2:25][CH3:26])=[CH:19][C:5]([C:6]([NH:8][C:9]2[CH:10]=[CH:11][C:12]([C:13]([OH:15])=[O:14])=[CH:17][CH:18]=2)=[O:7])=[CH:4][C:3]=1[O:27][CH2:28][CH3:29]. (3) Given the reactants [CH:1]1([C:4]2[N:13]=[C:12](N3CCN(C4C=CC(F)=CC=4OC)CC3)[C:11]3[C:6](=[CH:7][C:8]([O:31][CH3:32])=[C:9]([O:29][CH3:30])[CH:10]=3)[N:5]=2)[CH2:3][CH2:2]1.FC1C=CC(N2CCNCC2)=C(OC)C=1.[Cl:48][C:49]1[CH:54]=[C:53]([Cl:55])[CH:52]=[CH:51][C:50]=1[N:56]1[CH2:61][CH2:60][NH:59][CH2:58][CH2:57]1, predict the reaction product. The product is: [CH:1]1([C:4]2[N:13]=[C:12]([N:59]3[CH2:58][CH2:57][N:56]([C:50]4[CH:51]=[CH:52][C:53]([Cl:55])=[CH:54][C:49]=4[Cl:48])[CH2:61][CH2:60]3)[C:11]3[C:6](=[CH:7][C:8]([O:31][CH3:32])=[C:9]([O:29][CH3:30])[CH:10]=3)[N:5]=2)[CH2:3][CH2:2]1. (4) Given the reactants [C:1]([O:5][C:6]([N:8]1[CH2:13][CH2:12][CH:11]([O:14][CH2:15][CH2:16][C:17]([O:19]C)=[O:18])[CH2:10][CH2:9]1)=[O:7])([CH3:4])([CH3:3])[CH3:2].[OH-].[Na+], predict the reaction product. The product is: [C:1]([O:5][C:6]([N:8]1[CH2:9][CH2:10][CH:11]([O:14][CH2:15][CH2:16][C:17]([OH:19])=[O:18])[CH2:12][CH2:13]1)=[O:7])([CH3:4])([CH3:2])[CH3:3]. (5) Given the reactants [CH3:1][N:2]1[CH2:7][CH2:6][NH:5][CH2:4][CH2:3]1.[NH:8]1[C:16]2[C:11](=[CH:12][C:13]([NH:17][C:18]3[C:19]4[S:26][C:25]([C:27]5[CH:34]=[CH:33][C:30]([CH:31]=O)=[CH:29][CH:28]=5)=[CH:24][C:20]=4[N:21]=[CH:22][N:23]=3)=[CH:14][CH:15]=2)[CH:10]=[CH:9]1.Cl, predict the reaction product. The product is: [NH:8]1[C:16]2[C:11](=[CH:12][C:13]([NH:17][C:18]3[C:19]4[S:26][C:25]([C:27]5[CH:34]=[CH:33][C:30]([CH2:31][N:5]6[CH2:6][CH2:7][N:2]([CH3:1])[CH2:3][CH2:4]6)=[CH:29][CH:28]=5)=[CH:24][C:20]=4[N:21]=[CH:22][N:23]=3)=[CH:14][CH:15]=2)[CH:10]=[CH:9]1. (6) Given the reactants [CH2:1]([CH:3]([CH2:26][CH2:27][CH2:28][CH3:29])[CH2:4][O:5][C:6]1[C:11]2[CH:12]=[CH:13][S:14][C:10]=2[C:9]([CH2:15][CH:16]([CH2:21][CH3:22])[CH2:17][CH2:18][CH2:19][CH3:20])=[C:8]2[CH:23]=[CH:24][S:25][C:7]=12)[CH3:2].C([Li])CCC.[Br:35]C(Br)(F)C(F)(F)F, predict the reaction product. The product is: [Br:35][C:13]1[S:14][C:10]2[C:9]([CH2:15][CH:16]([CH2:21][CH3:22])[CH2:17][CH2:18][CH2:19][CH3:20])=[C:8]3[CH:23]=[CH:24][S:25][C:7]3=[C:6]([O:5][CH2:4][CH:3]([CH2:1][CH3:2])[CH2:26][CH2:27][CH2:28][CH3:29])[C:11]=2[CH:12]=1. (7) The product is: [CH3:1][O:2][C:3]1[CH:4]=[CH:5][C:6]([CH2:7][N:8]2[C:16]3[C:11](=[CH:12][C:13]([O:17][CH2:40][CH2:41][CH2:42][OH:43])=[CH:14][CH:15]=3)[C:10]([C:18]3[N:19]=[N:20][N:21]([C:23]4[CH:24]=[CH:25][C:26]([C:29]([N:31]5[CH2:32][CH2:33][O:34][CH2:35][CH2:36]5)=[O:30])=[CH:27][CH:28]=4)[CH:22]=3)=[N:9]2)=[CH:37][CH:38]=1. Given the reactants [CH3:1][O:2][C:3]1[CH:38]=[CH:37][C:6]([CH2:7][N:8]2[C:16]3[C:11](=[CH:12][C:13]([OH:17])=[CH:14][CH:15]=3)[C:10]([C:18]3[N:19]=[N:20][N:21]([C:23]4[CH:28]=[CH:27][C:26]([C:29]([N:31]5[CH2:36][CH2:35][O:34][CH2:33][CH2:32]5)=[O:30])=[CH:25][CH:24]=4)[CH:22]=3)=[N:9]2)=[CH:5][CH:4]=1.Br[CH2:40][CH2:41][CH2:42][OH:43].C(=O)([O-])[O-].[Cs+].[Cs+], predict the reaction product. (8) The product is: [CH3:60][O:61][C:62](=[O:85])[C@@H:63]([NH:84][C:21](=[O:23])[C:20]1[CH:24]=[CH:25][C:17]([C:16]#[C:15][C:12]2[CH:11]=[CH:10][C:9]([CH2:8][N:5]3[CH2:6][CH2:7][CH:2]([F:1])[CH2:3][CH2:4]3)=[CH:14][CH:13]=2)=[CH:18][CH:19]=1)[C@H:64]([NH:66][C:67]([O:69][CH2:70][CH:71]1[C:72]2[CH:73]=[CH:74][CH:75]=[CH:76][C:77]=2[C:78]2[C:83]1=[CH:82][CH:81]=[CH:80][CH:79]=2)=[O:68])[CH3:65]. Given the reactants [F:1][CH:2]1[CH2:7][CH2:6][N:5]([CH2:8][C:9]2[CH:14]=[CH:13][C:12]([C:15]#[C:16][C:17]3[CH:25]=[CH:24][C:20]([C:21]([OH:23])=O)=[CH:19][CH:18]=3)=[CH:11][CH:10]=2)[CH2:4][CH2:3]1.CN(C(ON1N=NC2C=CC=NC1=2)=[N+](C)C)C.F[P-](F)(F)(F)(F)F.CCN(C(C)C)C(C)C.Cl.[CH3:60][O:61][C:62](=[O:85])[C@@H:63]([NH2:84])[C@H:64]([NH:66][C:67]([O:69][CH2:70][CH:71]1[C:83]2[CH:82]=[CH:81][CH:80]=[CH:79][C:78]=2[C:77]2[C:72]1=[CH:73][CH:74]=[CH:75][CH:76]=2)=[O:68])[CH3:65].Cl, predict the reaction product. (9) Given the reactants [CH3:1][C:2]1[O:6][C:5]([C:7]2[CH:31]=[CH:30][C:10]([O:11][C:12]3[CH:13]=[C:14]([CH:19]=[C:20]([O:22][CH:23]4[CH2:27][CH2:26][N:25]([CH3:28])[C:24]4=[O:29])[CH:21]=3)[C:15]([O:17]C)=[O:16])=[CH:9][CH:8]=2)=[N:4][N:3]=1.CO.[OH-].[Na+], predict the reaction product. The product is: [CH3:1][C:2]1[O:6][C:5]([C:7]2[CH:31]=[CH:30][C:10]([O:11][C:12]3[CH:13]=[C:14]([CH:19]=[C:20]([O:22][CH:23]4[CH2:27][CH2:26][N:25]([CH3:28])[C:24]4=[O:29])[CH:21]=3)[C:15]([OH:17])=[O:16])=[CH:9][CH:8]=2)=[N:4][N:3]=1.